From a dataset of Reaction yield outcomes from USPTO patents with 853,638 reactions. Predict the reaction yield, written as a fraction of the theoretical maximum amount of product (1.0 means a 100% yield; for example, 0.34 means a 34% yield). (1) The reactants are [C:1]([C:5]1[N:9]([CH2:10][CH:11]2[CH2:16][CH2:15][O:14][CH2:13][CH2:12]2)[C:8]2[CH:17]=[CH:18][C:19]([S:21](Cl)(=[O:23])=[O:22])=[CH:20][C:7]=2[N:6]=1)([CH3:4])([CH3:3])[CH3:2].[CH3:25][NH:26][C:27]1[CH:32]=[CH:31][CH:30]=[CH:29][CH:28]=1. The yield is 0.380. The catalyst is CN(C1C=CN=CC=1)C.CC#N. The product is [C:1]([C:5]1[N:9]([CH2:10][CH:11]2[CH2:16][CH2:15][O:14][CH2:13][CH2:12]2)[C:8]2[CH:17]=[CH:18][C:19]([S:21]([N:26]([CH3:25])[C:27]3[CH:32]=[CH:31][CH:30]=[CH:29][CH:28]=3)(=[O:23])=[O:22])=[CH:20][C:7]=2[N:6]=1)([CH3:4])([CH3:3])[CH3:2]. (2) The reactants are C[O:2][C:3](=[O:38])[CH2:4][C@H:5]([OH:37])[CH2:6][C@H:7]([OH:36])[CH2:8][CH2:9][C:10]1[N:11]([CH:33]([CH3:35])[CH3:34])[C:12]([C:28](=[O:32])[NH:29][CH2:30][CH3:31])=[C:13]([C:22]2[CH:27]=[CH:26][CH:25]=[CH:24][CH:23]=2)[C:14]=1[C:15]1[CH:20]=[CH:19][C:18]([F:21])=[CH:17][CH:16]=1.C(O)C.O.[OH-].[Na+:44]. The catalyst is CO.C(Cl)Cl. The product is [Na+:44].[CH2:30]([NH:29][C:28]([C:12]1[N:11]([CH:33]([CH3:35])[CH3:34])[C:10]([CH2:9][CH2:8][C@@H:7]([OH:36])[CH2:6][C@@H:5]([OH:37])[CH2:4][C:3]([O-:38])=[O:2])=[C:14]([C:15]2[CH:16]=[CH:17][C:18]([F:21])=[CH:19][CH:20]=2)[C:13]=1[C:22]1[CH:27]=[CH:26][CH:25]=[CH:24][CH:23]=1)=[O:32])[CH3:31]. The yield is 0.980. (3) The reactants are [C:1]([O:5][C:6]([NH:8][C:9]1[N:14]=[C:13]([CH:15]=[CH:16][CH:17]2[CH2:22][CH2:21][N:20]([C:23]([O:25][C:26]([CH3:29])([CH3:28])[CH3:27])=[O:24])[CH2:19][CH2:18]2)[CH:12]=[CH:11][CH:10]=1)=[O:7])([CH3:4])([CH3:3])[CH3:2].[H][H]. The catalyst is [Pd].CO. The product is [C:1]([O:5][C:6]([NH:8][C:9]1[N:14]=[C:13]([CH2:15][CH2:16][CH:17]2[CH2:18][CH2:19][N:20]([C:23]([O:25][C:26]([CH3:29])([CH3:28])[CH3:27])=[O:24])[CH2:21][CH2:22]2)[CH:12]=[CH:11][CH:10]=1)=[O:7])([CH3:3])([CH3:4])[CH3:2]. The yield is 0.830. (4) The reactants are FC(F)(F)S([O:6][S:7]([C:10]([F:13])([F:12])[F:11])(=[O:9])=[O:8])(=O)=O.[F:16][C:17]1[CH:22]=[CH:21][C:20]([N:23]2[CH:27]=[CH:26][C:25]([CH3:28])=[N:24]2)=[CH:19][C:18]=1O.N1C=CC=CC=1.C(O)(=O)CC(CC(O)=O)(C(O)=O)O. The catalyst is C(Cl)Cl. The product is [F:16][C:17]1[CH:18]=[CH:19][C:20]([N:23]2[CH:27]=[CH:26][C:25]([CH3:28])=[N:24]2)=[CH:21][C:22]=1[O:6][S:7]([C:10]([F:11])([F:12])[F:13])(=[O:8])=[O:9]. The yield is 0.602. (5) The reactants are FC(F)(F)S(O[C:7]1[N:12]=[N:11][C:10]2[O:13][CH2:14][CH2:15][CH2:16][C:9]=2[CH:8]=1)(=O)=O.C(=O)([O-])[O-].[K+].[K+].O.[CH:26](B1OB(C=C)OB(C=C)O1)=[CH2:27]. The catalyst is COCCOC.C1C=CC([P]([Pd]([P](C2C=CC=CC=2)(C2C=CC=CC=2)C2C=CC=CC=2)([P](C2C=CC=CC=2)(C2C=CC=CC=2)C2C=CC=CC=2)[P](C2C=CC=CC=2)(C2C=CC=CC=2)C2C=CC=CC=2)(C2C=CC=CC=2)C2C=CC=CC=2)=CC=1. The product is [CH:26]([C:7]1[N:12]=[N:11][C:10]2[O:13][CH2:14][CH2:15][CH2:16][C:9]=2[CH:8]=1)=[CH2:27]. The yield is 0.770. (6) The reactants are [NH2:1][C:2]1[CH:3]=[C:4]([SH:8])[CH:5]=[CH:6][CH:7]=1.Cl.Cl[CH:11]1[CH2:16][CH2:15][N:14]([CH3:17])[CH2:13][CH2:12]1.C(=O)([O-])[O-]. The catalyst is CN(C)C=O. The product is [CH3:17][N:14]1[CH2:15][CH2:16][CH:11]([S:8][C:4]2[CH:3]=[C:2]([NH2:1])[CH:7]=[CH:6][CH:5]=2)[CH2:12][CH2:13]1. The yield is 0.580. (7) The reactants are [Li]CCCC.[CH:6]([C@H:9]1[CH2:13][O:12][C:11](=[O:14])[NH:10]1)([CH3:8])[CH3:7].[C:15]1([CH2:21][CH2:22][C:23](Cl)=[O:24])[CH:20]=[CH:19][CH:18]=[CH:17][CH:16]=1. The catalyst is C1COCC1. The product is [CH:6]([C@H:9]1[CH2:13][O:12][C:11](=[O:14])[N:10]1[C:23](=[O:24])[CH2:22][CH2:21][C:15]1[CH:20]=[CH:19][CH:18]=[CH:17][CH:16]=1)([CH3:8])[CH3:7]. The yield is 0.900.